This data is from Human liver microsome stability data. The task is: Regression/Classification. Given a drug SMILES string, predict its absorption, distribution, metabolism, or excretion properties. Task type varies by dataset: regression for continuous measurements (e.g., permeability, clearance, half-life) or binary classification for categorical outcomes (e.g., BBB penetration, CYP inhibition). Dataset: hlm. (1) The compound is O=C(c1ccc(N2CCCCC2)cc1)N1CC(=O)N(Cc2cccc(OC(F)F)c2)[C@@H](Cc2ccccc2)C1. The result is 1 (stable in human liver microsomes). (2) The compound is O=C(Nc1ccc(CP(=O)(O)O)cc1)C1CCN(C(=O)OCc2cc(Cl)cc(Cl)c2)CC1. The result is 0 (unstable in human liver microsomes). (3) The compound is CCc1nn(CCO)c(CC)c1Oc1cc(Cl)cc(Cl)c1. The result is 0 (unstable in human liver microsomes). (4) The drug is O=C(N[C@@H](c1ccccn1)C1CC1)c1ccc2n[nH]c(-c3ccc(N4[C@H]5CC[C@H]4CC(O)C5)cc3)c2c1. The result is 0 (unstable in human liver microsomes). (5) The drug is CCc1nc2cc(Cl)ccn2c1C(=O)NCc1ccc2oc(-c3ccc(F)cc3)nc2c1. The result is 0 (unstable in human liver microsomes). (6) The molecule is COc1ccc(C2=Nc3c(C(C)(C)C)nn(CCCO)c3C(=O)NC2)cc1-c1cnn(C)c1. The result is 0 (unstable in human liver microsomes).